Dataset: Forward reaction prediction with 1.9M reactions from USPTO patents (1976-2016). Task: Predict the product of the given reaction. (1) The product is: [CH3:1][C:2]1[CH:7]=[C:6]([CH3:8])[CH:5]=[CH:4][C:3]=1[N:9]1[CH2:10][CH2:11][N:12]([C:15]([C:17]2[CH:22]=[CH:21][C:20]([N:23]3[C@H:27]([CH2:28][O:29][CH3:38])[CH2:26][O:25][C:24]3=[O:30])=[CH:19][C:18]=2[N:31]2[CH2:35][CH2:34][CH2:33][S:32]2(=[O:36])=[O:37])=[O:16])[CH2:13][CH2:14]1. Given the reactants [CH3:1][C:2]1[CH:7]=[C:6]([CH3:8])[CH:5]=[CH:4][C:3]=1[N:9]1[CH2:14][CH2:13][N:12]([C:15]([C:17]2[CH:22]=[CH:21][C:20]([N:23]3[C@H:27]([CH2:28][OH:29])[CH2:26][O:25][C:24]3=[O:30])=[CH:19][C:18]=2[N:31]2[CH2:35][CH2:34][CH2:33][S:32]2(=[O:37])=[O:36])=[O:16])[CH2:11][CH2:10]1.[CH3:38]I, predict the reaction product. (2) Given the reactants C(OC([C@@:8]12[CH2:15][CH2:14][C:13]([F:17])([F:16])[C@@H:12]1[CH2:11][N:10]([C:18]([O:20][CH2:21][C:22]1[CH:27]=[CH:26][CH:25]=[CH:24][CH:23]=1)=[O:19])[CH2:9]2)=O)(C)(C)C.FC(F)(F)C(O)=O.C([N:37](CC)CC)C.C1(P(N=[N+]=[N-])(C2C=CC=CC=2)=O)C=CC=CC=1.[C:59](O[C:59]([O:61][C:62]([CH3:65])([CH3:64])[CH3:63])=[O:60])([O:61][C:62]([CH3:65])([CH3:64])[CH3:63])=[O:60], predict the reaction product. The product is: [CH2:21]([O:20][C:18]([N:10]1[CH2:11][C@@H:12]2[C@@:8]([NH:37][C:59]([O:61][C:62]([CH3:65])([CH3:64])[CH3:63])=[O:60])([CH2:15][CH2:14][C:13]2([F:17])[F:16])[CH2:9]1)=[O:19])[C:22]1[CH:23]=[CH:24][CH:25]=[CH:26][CH:27]=1.